Dataset: Forward reaction prediction with 1.9M reactions from USPTO patents (1976-2016). Task: Predict the product of the given reaction. (1) The product is: [NH2:43][C:44]1[N:45]=[CH:46][N:47]=[C:48]([NH:1][CH:4]([C:6]2[C:15]([O:16][CH3:17])=[C:14]([C:18]([O:20][CH3:21])=[O:19])[C:13]3[C:8](=[CH:9][CH:10]=[C:11]([F:22])[CH:12]=3)[N:7]=2)[CH3:5])[C:49]=1[C:50]#[N:51]. Given the reactants [N:1]([CH:4]([C:6]1[C:15]([O:16][CH3:17])=[C:14]([C:18]([O:20][CH3:21])=[O:19])[C:13]2[C:8](=[CH:9][CH:10]=[C:11]([F:22])[CH:12]=2)[N:7]=1)[CH3:5])=[N+]=[N-].NC(C1C(OC)=C(C(OC)=O)C2C(=CC=C(F)C=2)N=1)C.[NH2:43][C:44]1[C:49]([C:50]#[N:51])=[C:48](Cl)[N:47]=[CH:46][N:45]=1.CCN(C(C)C)C(C)C, predict the reaction product. (2) Given the reactants I[C:2]1[NH:3][C:4]2[CH2:9][CH2:8][N:7](C(OC(C)(C)C)=O)[CH2:6][C:5]=2[N:17]=1.[F:18][C:19]1[C:20]([O:54]COCC[Si](C)(C)C)=[CH:21][C:22]([CH2:49][C:50]([F:53])([F:52])[F:51])=[C:23]([C:25]2[N:30]=[C:29]3[N:31](COCC[Si](C)(C)C)[N:32]=[C:33](I)[C:28]3=[C:27]([NH:43][CH2:44][CH:45]([CH3:48])[CH2:46][OH:47])[N:26]=2)[CH:24]=1, predict the reaction product. The product is: [F:18][C:19]1[CH:24]=[C:23]([C:25]2[N:30]=[C:29]3[NH:31][N:32]=[C:33]([C:2]4[NH:3][C:4]5[CH2:9][CH2:8][NH:7][CH2:6][C:5]=5[N:17]=4)[C:28]3=[C:27]([NH:43][CH2:44][CH:45]([CH3:48])[CH2:46][OH:47])[N:26]=2)[C:22]([CH2:49][C:50]([F:52])([F:51])[F:53])=[CH:21][C:20]=1[OH:54]. (3) The product is: [C:18]([O:22][C:23]([N:25]1[CH2:30][CH2:29][N:28]([CH2:31][C:8]2[CH:9]=[CH:10][C:5]([C:4]([O:3][CH2:1][CH3:2])=[O:17])=[CH:6][C:7]=2[O:12][C:13]([F:16])([F:15])[F:14])[CH2:27][CH2:26]1)=[O:24])([CH3:21])([CH3:20])[CH3:19]. Given the reactants [CH2:1]([O:3][C:4](=[O:17])[C:5]1[CH:10]=[CH:9][C:8](Cl)=[C:7]([O:12][C:13]([F:16])([F:15])[F:14])[CH:6]=1)[CH3:2].[C:18]([O:22][C:23]([N:25]1[CH2:30][CH2:29][N:28]([CH2:31]C2C=CC(C(OCC)=O)=CC=2C(F)(F)F)[CH2:27][CH2:26]1)=[O:24])([CH3:21])([CH3:20])[CH3:19], predict the reaction product. (4) Given the reactants [CH2:1]([O:5][C:6]1[CH:10]=[C:9]([C:11]([O:13][CH3:14])=[O:12])[NH:8][N:7]=1)[CH2:2][CH2:3][CH3:4].[Cl:15][C:16]1[CH:21]=[C:20]([C:22]([F:25])([F:24])[F:23])[CH:19]=[CH:18][C:17]=1[CH2:26]Cl.C(=O)([O-])[O-].[K+].[K+].CN(C)C=O, predict the reaction product. The product is: [CH2:1]([O:5][C:6]1[CH:10]=[C:9]([C:11]([O:13][CH3:14])=[O:12])[N:8]([CH2:26][C:17]2[CH:18]=[CH:19][C:20]([C:22]([F:23])([F:25])[F:24])=[CH:21][C:16]=2[Cl:15])[N:7]=1)[CH2:2][CH2:3][CH3:4]. (5) Given the reactants [Cl:1][C:2]1[CH:7]=[C:6]([CH2:8]Cl)[CH:5]=[C:4]([Cl:10])[C:3]=1[C:11]1[NH:12][C:13]2[C:19]3[CH:20]=[CH:21][N:22]=[CH:23][C:18]=3[NH:17][C:16]3[N:24]=[CH:25][CH:26]=[CH:27][C:15]=3[C:14]=2[N:28]=1.[C-:29]#[N:30].[Na+], predict the reaction product. The product is: [Cl:1][C:2]1[CH:7]=[C:6]([CH2:8][C:29]#[N:30])[CH:5]=[C:4]([Cl:10])[C:3]=1[C:11]1[NH:12][C:13]2[C:19]3[CH:20]=[CH:21][N:22]=[CH:23][C:18]=3[NH:17][C:16]3[N:24]=[CH:25][CH:26]=[CH:27][C:15]=3[C:14]=2[N:28]=1. (6) The product is: [CH2:12]([O:11][C:3](=[O:10])[CH:4]([C:15]1[CH:16]=[CH:17][C:18]2[C:23](=[N:22][CH:21]=[CH:20][C:19]=2[NH:25][C:26]2[CH:31]=[C:30]([CH3:32])[CH:29]=[CH:28][C:27]=2[S:33][C:34]2[CH:39]=[CH:38][C:37]([NH:40][C:41](=[O:43])[CH3:42])=[CH:36][CH:35]=2)[N:24]=1)[C:5]([O:7][CH2:8][CH3:9])=[O:6])[CH3:13]. Given the reactants [H-].[Na+].[C:3]([O:11][CH2:12][CH3:13])(=[O:10])[CH2:4][C:5]([O:7][CH2:8][CH3:9])=[O:6].Cl[C:15]1[N:24]=[C:23]2[C:18]([C:19]([NH:25][C:26]3[CH:31]=[C:30]([CH3:32])[CH:29]=[CH:28][C:27]=3[S:33][C:34]3[CH:39]=[CH:38][C:37]([NH:40][C:41](=[O:43])[CH3:42])=[CH:36][CH:35]=3)=[CH:20][CH:21]=[N:22]2)=[CH:17][CH:16]=1, predict the reaction product.